This data is from NCI-60 drug combinations with 297,098 pairs across 59 cell lines. The task is: Regression. Given two drug SMILES strings and cell line genomic features, predict the synergy score measuring deviation from expected non-interaction effect. (1) Drug 1: CC1=CC=C(C=C1)C2=CC(=NN2C3=CC=C(C=C3)S(=O)(=O)N)C(F)(F)F. Drug 2: CC1=C(C(CCC1)(C)C)C=CC(=CC=CC(=CC(=O)O)C)C. Cell line: OVCAR-5. Synergy scores: CSS=9.41, Synergy_ZIP=7.70, Synergy_Bliss=8.89, Synergy_Loewe=9.47, Synergy_HSA=8.65. (2) Drug 2: CC=C1C(=O)NC(C(=O)OC2CC(=O)NC(C(=O)NC(CSSCCC=C2)C(=O)N1)C(C)C)C(C)C. Drug 1: CC1=C(C=C(C=C1)NC2=NC=CC(=N2)N(C)C3=CC4=NN(C(=C4C=C3)C)C)S(=O)(=O)N.Cl. Synergy scores: CSS=41.1, Synergy_ZIP=-5.67, Synergy_Bliss=-15.1, Synergy_Loewe=-81.8, Synergy_HSA=-14.5. Cell line: NCIH23.